This data is from Catalyst prediction with 721,799 reactions and 888 catalyst types from USPTO. The task is: Predict which catalyst facilitates the given reaction. (1) Product: [Br:1][C:2]1[CH:7]=[CH:6][CH:5]=[C:4]([N+:8]([O-:10])=[O:9])[C:3]=1[O:11][CH3:12]. Reactant: [Br:1][C:2]1[CH:7]=[CH:6][CH:5]=[C:4]([N+:8]([O-:10])=[O:9])[C:3]=1[OH:11].[C:12](=O)([O-])[O-].[K+].[K+].IC. The catalyst class is: 3. (2) Reactant: N#N.C([O:5][C:6]([C:8]1[N:9]=[C:10]([CH2:13][N:14]2[CH:18]=[C:17]([Br:19])[CH:16]=[N:15]2)[O:11][CH:12]=1)=[O:7])C.[OH-].[Na+]. Product: [Br:19][C:17]1[CH:16]=[N:15][N:14]([CH2:13][C:10]2[O:11][CH:12]=[C:8]([C:6]([OH:7])=[O:5])[N:9]=2)[CH:18]=1. The catalyst class is: 295. (3) Reactant: [NH2:1][C:2]1[CH:3]=[C:4]([CH:9]=[CH:10][C:11]=1[NH:12][CH2:13][CH:14]1[CH2:19][CH2:18][CH2:17][CH2:16][CH2:15]1)[C:5]([O:7][CH3:8])=[O:6].[CH3:20][C:21]([CH3:26])([CH3:25])[C:22](Cl)=O. Product: [C:21]([C:26]1[N:12]([CH2:13][CH:14]2[CH2:19][CH2:18][CH2:17][CH2:16][CH2:15]2)[C:11]2[CH:10]=[CH:9][C:4]([C:5]([O:7][CH3:8])=[O:6])=[CH:3][C:2]=2[N:1]=1)([CH3:25])([CH3:22])[CH3:20]. The catalyst class is: 64. (4) Reactant: C(O)(=O)C.[Br:5][C:6]1[C:7]([O:14][CH3:15])=[C:8]([CH:11]=[CH:12][CH:13]=1)[CH2:9][NH2:10].CS[C:18]1[N:19](C(OC)=O)[CH2:20][CH2:21][N:22]=1. Product: [Br:5][C:6]1[C:7]([O:14][CH3:15])=[C:8]([CH:11]=[CH:12][CH:13]=1)[CH2:9][N:10]1[CH2:21][CH2:20][N:19]=[C:18]1[NH2:22]. The catalyst class is: 5. (5) Reactant: [F:1][C:2]1[CH:7]=[CH:6][C:5]([N:8]2[C:16]3[C:11](=[CH:12][C:13]([CH:17](O)[CH2:18][C:19]4[CH:24]=[CH:23][CH:22]=[CH:21][CH:20]=4)=[CH:14][CH:15]=3)[CH:10]=[N:9]2)=[CH:4][CH:3]=1.[CH3:26][O:27][C:28]([O:32][Si](C)(C)C)=[C:29]([CH3:31])[CH3:30]. Product: [F:1][C:2]1[CH:7]=[CH:6][C:5]([N:8]2[C:16]3[C:11](=[CH:12][C:13]([CH:17]([CH2:18][C:19]4[CH:24]=[CH:23][CH:22]=[CH:21][CH:20]=4)[C:29]([CH3:31])([CH3:30])[C:28]([O:27][CH3:26])=[O:32])=[CH:14][CH:15]=3)[CH:10]=[N:9]2)=[CH:4][CH:3]=1. The catalyst class is: 528. (6) Reactant: [NH2:1][C:2]1[CH:7]=[CH:6][CH:5]=[CH:4][CH:3]=1.C(N(CC)CC)C.[N+:15]([C:18]1[CH:19]=[C:20]([CH:24]=[CH:25][CH:26]=1)[C:21](Cl)=[O:22])([O-:17])=[O:16].C(=O)(O)[O-].[Na+]. Product: [N+:15]([C:18]1[CH:19]=[C:20]([CH:24]=[CH:25][CH:26]=1)[C:21]([NH:1][C:2]1[CH:7]=[CH:6][CH:5]=[CH:4][CH:3]=1)=[O:22])([O-:17])=[O:16]. The catalyst class is: 4. (7) Reactant: C1(C(N)C)C=CC=CC=1.[CH:10]1[C:23]2[N:22]([CH2:24][CH2:25][O:26][C:27]3[CH:32]=[CH:31][C:30]([CH2:33][CH:34]([O:38][CH2:39][CH3:40])[C:35]([OH:37])=[O:36])=[CH:29][CH:28]=3)[C:21]3[C:16](=[CH:17][CH:18]=[CH:19][CH:20]=3)[S:15][C:14]=2[CH:13]=[CH:12][CH:11]=1. The catalyst class is: 11. Product: [C:21]1([NH:22][CH2:23][CH3:14])[CH:16]=[CH:17][CH:18]=[CH:19][CH:20]=1.[CH:10]1[C:23]2[N:22]([CH2:24][CH2:25][O:26][C:27]3[CH:28]=[CH:29][C:30]([CH2:33][CH:34]([O:38][CH2:39][CH3:40])[C:35]([OH:37])=[O:36])=[CH:31][CH:32]=3)[C:21]3[C:16](=[CH:17][CH:18]=[CH:19][CH:20]=3)[S:15][C:14]=2[CH:13]=[CH:12][CH:11]=1.